This data is from Forward reaction prediction with 1.9M reactions from USPTO patents (1976-2016). The task is: Predict the product of the given reaction. (1) Given the reactants [C:1]([C:7]1[CH:12]=[CH:11][CH:10]=[CH:9][CH:8]=1)(=[O:6])[CH2:2][CH2:3][CH2:4][CH3:5].[OH-].[K+], predict the reaction product. The product is: [C:7]1([CH:1]([OH:6])[CH2:2][CH2:3][CH2:4][CH3:5])[CH:12]=[CH:11][CH:10]=[CH:9][CH:8]=1. (2) The product is: [C:1]([O:5][C:6]([NH:8][CH2:9][C:10]1[CH:15]=[CH:14][C:13]([F:16])=[C:12]([C:20]#[C:19][CH2:18][OH:21])[CH:11]=1)=[O:7])([CH3:4])([CH3:3])[CH3:2]. Given the reactants [C:1]([O:5][C:6]([NH:8][CH2:9][C:10]1[CH:15]=[CH:14][C:13]([F:16])=[C:12](Br)[CH:11]=1)=[O:7])([CH3:4])([CH3:3])[CH3:2].[CH2:18]([OH:21])[C:19]#[CH:20], predict the reaction product.